From a dataset of Retrosynthesis with 50K atom-mapped reactions and 10 reaction types from USPTO. Predict the reactants needed to synthesize the given product. (1) Given the product COC(=O)COc1ccc(Br)cc1[N+](=O)[O-], predict the reactants needed to synthesize it. The reactants are: COC(=O)CBr.O=[N+]([O-])c1cc(Br)ccc1O. (2) Given the product Nc1ccc2c(c1)CCC(=O)N2CCN1CCOCC1, predict the reactants needed to synthesize it. The reactants are: O=C1CCc2cc([N+](=O)[O-])ccc2N1CCN1CCOCC1. (3) Given the product CC(C)NC(=O)Nc1ccccc1N1CCN(C(=O)OC(C)(C)C)CC1, predict the reactants needed to synthesize it. The reactants are: CC(C)(C)OC(=O)N1CCN(c2ccccc2N)CC1.CC(C)N=C=O. (4) The reactants are: C[C@]1(c2cc(N)ccc2Cl)N=C(N)OCC1(F)F.O=C(O)c1ccc(Cl)cn1. Given the product C[C@]1(c2cc(NC(=O)c3ccc(Cl)cn3)ccc2Cl)N=C(N)OCC1(F)F, predict the reactants needed to synthesize it. (5) Given the product CC(C)(C)OC(=O)n1cc(CNc2nc[nH]c2C(N)=O)c2cc(F)ccc21, predict the reactants needed to synthesize it. The reactants are: CC(C)(C)OC(=O)n1cc(C=O)c2cc(F)ccc21.NC(=O)c1[nH]cnc1N. (6) The reactants are: CNC.O=C(O)c1ccc(Cl)c([N+](=O)[O-])c1. Given the product CN(C)C(=O)c1ccc(Cl)c([N+](=O)[O-])c1, predict the reactants needed to synthesize it. (7) Given the product CC(O)CCNC(=O)c1cc2cc(C#N)ccc2n1Cc1cccc(OC(F)(F)F)c1, predict the reactants needed to synthesize it. The reactants are: CC(O)CCN.N#Cc1ccc2c(c1)cc(C(=O)O)n2Cc1cccc(OC(F)(F)F)c1. (8) Given the product O=C(O)C(F)(F)F, predict the reactants needed to synthesize it. The reactants are: CC(C)(C)OC(=O)[C@H]1CCCN1c1ccc(C(F)(F)F)cc1. (9) The reactants are: COc1cnc2ccc(=O)n(CCN3CCC(N)CC3)c2c1.O=Cc1cc2c(nn1)OCCO2. Given the product COc1cnc2ccc(=O)n(CCN3CCC(NCc4cc5c(nn4)OCCO5)CC3)c2c1, predict the reactants needed to synthesize it. (10) Given the product CCn1c(=O)n(-c2ccc(-n3ncc4cccnc43)cc2)c2ncccc21, predict the reactants needed to synthesize it. The reactants are: CCI.O=c1[nH]c2cccnc2n1-c1ccc(-n2ncc3cccnc32)cc1.